This data is from Catalyst prediction with 721,799 reactions and 888 catalyst types from USPTO. The task is: Predict which catalyst facilitates the given reaction. (1) Reactant: [H-].[Al+3].[Li+].[H-].[H-].[H-].[F:7][C:8]1[CH:16]=[CH:15][C:11]([C:12](O)=[O:13])=[C:10]([OH:17])[CH:9]=1. Product: [F:7][C:8]1[CH:16]=[CH:15][C:11]([CH2:12][OH:13])=[C:10]([OH:17])[CH:9]=1. The catalyst class is: 1. (2) Reactant: [Cl:1][C:2]1[CH:7]=[CH:6][C:5]([S:8][C:9]2[C:10]([C:20]3[CH:29]=[CH:28][C:23]([C:24]([O:26]C)=O)=[CH:22][CH:21]=3)=[N:11][N:12]([C:14]3[CH:19]=[CH:18][CH:17]=[CH:16][CH:15]=3)[CH:13]=2)=[CH:4][CH:3]=1.C(O)C.O.[NH2:34][NH2:35]. Product: [Cl:1][C:2]1[CH:3]=[CH:4][C:5]([S:8][C:9]2[C:10]([C:20]3[CH:29]=[CH:28][C:23]([C:24]([NH:34][NH2:35])=[O:26])=[CH:22][CH:21]=3)=[N:11][N:12]([C:14]3[CH:19]=[CH:18][CH:17]=[CH:16][CH:15]=3)[CH:13]=2)=[CH:6][CH:7]=1. The catalyst class is: 5. (3) Reactant: [Si:1]([O:8][CH2:9][C@@H:10]([NH:12][C:13]([C:15]1[N:16]=[C:17]([N:20]2[CH2:23][CH:22]([OH:24])[CH2:21]2)[S:18][CH:19]=1)=[O:14])[CH3:11])([C:4]([CH3:7])([CH3:6])[CH3:5])([CH3:3])[CH3:2].[CH3:25][S:26](Cl)(=[O:28])=[O:27].C(N(CC)CC)C. Product: [Si:1]([O:8][CH2:9][C@@H:10]([NH:12][C:13]([C:15]1[N:16]=[C:17]([N:20]2[CH2:21][CH:22]([O:24][S:26]([CH3:25])(=[O:28])=[O:27])[CH2:23]2)[S:18][CH:19]=1)=[O:14])[CH3:11])([C:4]([CH3:5])([CH3:6])[CH3:7])([CH3:3])[CH3:2]. The catalyst class is: 2. (4) Reactant: [N:1]1([C:7]2[CH:16]=[CH:15][C:10]([C:11](OC)=[O:12])=[C:9]([C:17]([F:20])([F:19])[F:18])[CH:8]=2)[CH2:6][CH2:5][CH2:4][CH2:3][CH2:2]1.CC(C[AlH]CC(C)C)C.CO.[C@H](O)(C([O-])=O)[C@@H](O)C([O-])=O.[Na+].[K+]. Product: [N:1]1([C:7]2[CH:16]=[CH:15][C:10]([CH2:11][OH:12])=[C:9]([C:17]([F:18])([F:19])[F:20])[CH:8]=2)[CH2:2][CH2:3][CH2:4][CH2:5][CH2:6]1. The catalyst class is: 134.